Dataset: HIV replication inhibition screening data with 41,000+ compounds from the AIDS Antiviral Screen. Task: Binary Classification. Given a drug SMILES string, predict its activity (active/inactive) in a high-throughput screening assay against a specified biological target. (1) The molecule is Cl.NC(=O)C(=CNc1nc(-c2cccc([N+](=O)[O-])c2)cs1)C(N)=O. The result is 0 (inactive). (2) The compound is COc1ccc2c(c1)CCC1=CC(=NNC(N)=O)CCC12C. The result is 0 (inactive).